This data is from Catalyst prediction with 721,799 reactions and 888 catalyst types from USPTO. The task is: Predict which catalyst facilitates the given reaction. (1) The catalyst class is: 3. Reactant: [CH:1]1([NH:4][C:5]2[N:10]3[N:11]=[C:12]([CH3:16])[C:13]([CH:14]=O)=[C:9]3[N:8]=[C:7]([CH3:17])[CH:6]=2)[CH2:3][CH2:2]1.[S:18]1[CH2:22][C:21](=[O:23])[NH:20][C:19]1=[O:24].N1CCCCC1. Product: [CH:1]1([NH:4][C:5]2[N:10]3[N:11]=[C:12]([CH3:16])[C:13]([CH:14]=[C:22]4[S:18][C:19](=[O:24])[NH:20][C:21]4=[O:23])=[C:9]3[N:8]=[C:7]([CH3:17])[CH:6]=2)[CH2:3][CH2:2]1. (2) Reactant: [NH2:1][C:2]1[CH:3]=[C:4]([CH:8]2[C:17]([CH3:19])([CH3:18])[CH2:16][C:15]3[C:10](=[CH:11][CH:12]=[C:13]([C:20]([NH:22][S:23]([CH3:26])(=[O:25])=[O:24])=[O:21])[CH:14]=3)[NH:9]2)[CH:5]=[CH:6][CH:7]=1.[CH3:27][O:28][C:29](=[O:34])[C:30](Br)([CH3:32])[CH3:31].[C:35](=O)([O-])[O-].[K+].[K+]. Product: [CH2:27]([O:28][C:29](=[O:34])[C:30]([NH:1][C:2]1[CH:7]=[CH:6][CH:5]=[C:4]([CH:8]2[C:17]([CH3:18])([CH3:19])[CH2:16][C:15]3[C:10](=[CH:11][CH:12]=[C:13]([C:20]([NH:22][S:23]([CH3:26])(=[O:25])=[O:24])=[O:21])[CH:14]=3)[NH:9]2)[CH:3]=1)([CH3:32])[CH3:31])[CH3:35]. The catalyst class is: 9. (3) Reactant: [NH2:1][CH2:2][C:3]([OH:5])=[O:4].C[O-].[Na+].[F:9][C:10]([F:17])([F:16])[C:11](OCC)=[O:12]. Product: [F:9][C:10]([F:17])([F:16])[C:11]([NH:1][CH2:2][C:3]([OH:5])=[O:4])=[O:12]. The catalyst class is: 5. (4) Reactant: [OH:1]OS([O-])=O.[K+].[F:7][C:8]([F:20])([F:19])[CH2:9][CH2:10][S:11][C:12]1[CH:17]=[CH:16][C:15]([Br:18])=[CH:14][CH:13]=1.[OH2:21]. Product: [F:20][C:8]([F:7])([F:19])[CH2:9][CH2:10][S:11]([C:12]1[CH:17]=[CH:16][C:15]([Br:18])=[CH:14][CH:13]=1)(=[O:1])=[O:21]. The catalyst class is: 5.